From a dataset of Forward reaction prediction with 1.9M reactions from USPTO patents (1976-2016). Predict the product of the given reaction. (1) Given the reactants [S:1]1[CH:5]=[CH:4][CH:3]=[C:2]1B(O)O.Br[C:10]1[CH:15]=[CH:14][C:13]([O:16][CH2:17][CH2:18][N:19]2[C:27](=[O:28])[C:26]3[NH:25][C:24]([Cl:29])=[N:23][C:22]=3[N:21]([CH2:30][CH2:31][CH2:32][CH3:33])[C:20]2=[O:34])=[CH:12][CH:11]=1.C(=O)([O-])[O-].[Na+].[Na+].Cl, predict the reaction product. The product is: [CH2:30]([N:21]1[C:22]2[N:23]=[C:24]([Cl:29])[NH:25][C:26]=2[C:27](=[O:28])[N:19]([CH2:18][CH2:17][O:16][C:13]2[CH:12]=[CH:11][C:10]([C:2]3[S:1][CH:5]=[CH:4][CH:3]=3)=[CH:15][CH:14]=2)[C:20]1=[O:34])[CH2:31][CH2:32][CH3:33]. (2) Given the reactants CCN(C(C)C)C(C)C.[C:10]([C:12]1[C:13]([N:26]2[CH2:31][CH2:30][CH:29]([C:32]([OH:34])=O)[CH2:28][CH2:27]2)=[N:14][C:15]([CH:23]([F:25])[F:24])=[C:16]([C:18]([O:20][CH2:21][CH3:22])=[O:19])[CH:17]=1)#[N:11].CN(C(ON1N=NC2C=CC=CC1=2)=[N+](C)C)C.[B-](F)(F)(F)F.[CH3:57][CH:58]1[CH2:63][CH2:62][CH:61]([CH2:64][S:65]([NH2:68])(=[O:67])=[O:66])[CH2:60][CH2:59]1, predict the reaction product. The product is: [C:10]([C:12]1[C:13]([N:26]2[CH2:27][CH2:28][CH:29]([C:32]([NH:68][S:65]([CH2:64][CH:61]3[CH2:62][CH2:63][CH:58]([CH3:57])[CH2:59][CH2:60]3)(=[O:66])=[O:67])=[O:34])[CH2:30][CH2:31]2)=[N:14][C:15]([CH:23]([F:25])[F:24])=[C:16]([CH:17]=1)[C:18]([O:20][CH2:21][CH3:22])=[O:19])#[N:11].